This data is from Forward reaction prediction with 1.9M reactions from USPTO patents (1976-2016). The task is: Predict the product of the given reaction. (1) Given the reactants [O:1]1[C:5]2[CH:6]=[CH:7][C:8]([CH:10]=[CH:11][C:12]([OH:14])=[O:13])=[CH:9][C:4]=2[O:3][CH2:2]1.[H][H], predict the reaction product. The product is: [O:1]1[C:5]2[CH:6]=[CH:7][C:8]([CH2:10][CH2:11][C:12]([OH:14])=[O:13])=[CH:9][C:4]=2[O:3][CH2:2]1. (2) Given the reactants [CH2:1]([N:7]([C:22]1[CH:31]=[CH:30][C:29]2[C:28]([CH3:33])([CH3:32])[CH2:27][CH2:26][C:25]([CH3:35])([CH3:34])[C:24]=2[CH:23]=1)[C:8](=[O:21])[NH:9][C:10]1[CH:20]=[CH:19][C:13]([C:14]([O:16]CC)=[O:15])=[CH:12][CH:11]=1)[CH2:2][CH2:3][CH2:4][CH2:5][CH3:6].[OH-].[K+].C1COCC1.Cl, predict the reaction product. The product is: [CH2:1]([N:7]([C:22]1[CH:31]=[CH:30][C:29]2[C:28]([CH3:33])([CH3:32])[CH2:27][CH2:26][C:25]([CH3:34])([CH3:35])[C:24]=2[CH:23]=1)[C:8](=[O:21])[NH:9][C:10]1[CH:20]=[CH:19][C:13]([C:14]([OH:16])=[O:15])=[CH:12][CH:11]=1)[CH2:2][CH2:3][CH2:4][CH2:5][CH3:6]. (3) Given the reactants [C:1]([C:9]1[CH:14]=[CH:13][C:12](=O)[N:11]2[CH:16]=[CH:17][NH:18][C:10]=12)(=[O:8])[C:2]1[CH:7]=[CH:6][CH:5]=[CH:4][CH:3]=1.P(Cl)(Cl)([Cl:21])=O, predict the reaction product. The product is: [Cl:21][C:12]1[N:11]2[CH:16]=[CH:17][N:18]=[C:10]2[C:9]([C:1]([C:2]2[CH:7]=[CH:6][CH:5]=[CH:4][CH:3]=2)=[O:8])=[CH:14][CH:13]=1.